Dataset: Reaction yield outcomes from USPTO patents with 853,638 reactions. Task: Predict the reaction yield, written as a fraction of the theoretical maximum amount of product (1.0 means a 100% yield; for example, 0.34 means a 34% yield). The reactants are [SH3+].[Br-].[F:3][C:4]1[CH:15]=[CH:14][CH:13]=[CH:12][C:5]=1[CH2:6][S+]1CCCC1.[C:16]([O:26][CH2:27][CH3:28])(=[O:25])[CH:17]=[CH:18][C:19]1[CH:24]=[CH:23][CH:22]=[CH:21][CH:20]=1.C1OCCOCCOCCOC1.[Li+].C[Si]([N-][Si](C)(C)C)(C)C. The catalyst is C(Cl)Cl. The product is [CH2:27]([O:26][C:16]([C@H:17]1[C@H:18]([C:19]2[CH:24]=[CH:23][CH:22]=[CH:21][CH:20]=2)[C@H:6]1[C:5]1[CH:12]=[CH:13][CH:14]=[CH:15][C:4]=1[F:3])=[O:25])[CH3:28]. The yield is 0.560.